From a dataset of NCI-60 drug combinations with 297,098 pairs across 59 cell lines. Regression. Given two drug SMILES strings and cell line genomic features, predict the synergy score measuring deviation from expected non-interaction effect. Drug 1: CS(=O)(=O)C1=CC(=C(C=C1)C(=O)NC2=CC(=C(C=C2)Cl)C3=CC=CC=N3)Cl. Drug 2: C1=CC(=CC=C1C#N)C(C2=CC=C(C=C2)C#N)N3C=NC=N3. Cell line: OVCAR-5. Synergy scores: CSS=13.3, Synergy_ZIP=-2.56, Synergy_Bliss=2.30, Synergy_Loewe=1.34, Synergy_HSA=0.899.